From a dataset of Full USPTO retrosynthesis dataset with 1.9M reactions from patents (1976-2016). Predict the reactants needed to synthesize the given product. (1) Given the product [Si:10]([O:42][CH2:41][C:36]1[N:35]=[C:34]([N:43]2[CH2:44][CH2:45][N:46]([C:49]([O:51][C:52]([CH3:55])([CH3:54])[CH3:53])=[O:50])[CH2:47][CH2:48]2)[N:33]([CH2:29][C:30]#[C:31][CH3:32])[C:37]=1[C:38](=[S:40])[NH2:39])([C:6]([CH3:9])([CH3:8])[CH3:7])([C:17]1[CH:22]=[CH:21][CH:20]=[CH:19][CH:18]=1)[C:11]1[CH:16]=[CH:15][CH:14]=[CH:13][CH:12]=1, predict the reactants needed to synthesize it. The reactants are: N1C=CN=C1.[C:6]([Si:10](Cl)([C:17]1[CH:22]=[CH:21][CH:20]=[CH:19][CH:18]=1)[C:11]1[CH:16]=[CH:15][CH:14]=[CH:13][CH:12]=1)([CH3:9])([CH3:8])[CH3:7].CN(C)C=O.[CH2:29]([N:33]1[C:37]([C:38](=[S:40])[NH2:39])=[C:36]([CH2:41][OH:42])[N:35]=[C:34]1[N:43]1[CH2:48][CH2:47][N:46]([C:49]([O:51][C:52]([CH3:55])([CH3:54])[CH3:53])=[O:50])[CH2:45][CH2:44]1)[C:30]#[C:31][CH3:32]. (2) Given the product [F:35][C:2]([F:34])([F:1])[C:3]1[CH:4]=[C:5]([CH:27]=[C:28]([C:30]([F:33])([F:32])[F:31])[CH:29]=1)[CH2:6][N:7]([C@H:20]1[CH2:24][C@@H:23]([CH2:25][CH3:26])[N:22]([C:37]2[CH:42]=[CH:41][C:40]([C:43]([F:46])([F:45])[F:44])=[CH:39][N:38]=2)[CH2:21]1)[C:8]1[N:9]=[CH:10][C:11]([C:14]2[CH:15]=[N:16][N:17]([CH3:19])[CH:18]=2)=[CH:12][N:13]=1, predict the reactants needed to synthesize it. The reactants are: [F:1][C:2]([F:35])([F:34])[C:3]1[CH:4]=[C:5]([CH:27]=[C:28]([C:30]([F:33])([F:32])[F:31])[CH:29]=1)[CH2:6][N:7]([C@H:20]1[CH2:24][C@@H:23]([CH2:25][CH3:26])[NH:22][CH2:21]1)[C:8]1[N:13]=[CH:12][C:11]([C:14]2[CH:15]=[N:16][N:17]([CH3:19])[CH:18]=2)=[CH:10][N:9]=1.Cl[C:37]1[CH:42]=[CH:41][C:40]([C:43]([F:46])([F:45])[F:44])=[CH:39][N:38]=1.C(N(C(C)C)C(C)C)C. (3) The reactants are: [Br:1][C:2]1[CH:3]=[C:4]([C:9]([O:11][CH2:12][CH3:13])=[O:10])[C:5]([CH3:8])=[N:6][CH:7]=1.[Se](=O)=[O:15]. Given the product [Br:1][C:2]1[CH:3]=[C:4]([C:9]([O:11][CH2:12][CH3:13])=[O:10])[C:5]([CH:8]=[O:15])=[N:6][CH:7]=1, predict the reactants needed to synthesize it. (4) Given the product [Br:1][C:2]1[CH:10]=[C:9]([F:11])[CH:8]=[CH:7][C:3]=1[CH2:4][O:5][CH2:20][O:21][CH3:22], predict the reactants needed to synthesize it. The reactants are: [Br:1][C:2]1[CH:10]=[C:9]([F:11])[CH:8]=[CH:7][C:3]=1[C:4](O)=[O:5].BrC1C=CC(Cl)=CC=1[CH2:20][O:21][CH2:22]OC. (5) Given the product [Cl:20][C:21]1[C:22]([CH3:26])=[N:23][N:24]([C:2]2[N:10]=[C:9]3[C:5]([N:6]=[CH:7][N:8]3[CH3:11])=[C:4]([NH:12][C:13]3[CH:18]=[CH:17][C:16]([Cl:19])=[CH:15][CH:14]=3)[N:3]=2)[CH:25]=1, predict the reactants needed to synthesize it. The reactants are: Cl[C:2]1[N:10]=[C:9]2[C:5]([N:6]=[CH:7][N:8]2[CH3:11])=[C:4]([NH:12][C:13]2[CH:18]=[CH:17][C:16]([Cl:19])=[CH:15][CH:14]=2)[N:3]=1.[Cl:20][C:21]1[C:22]([CH3:26])=[N:23][NH:24][CH:25]=1.